Dataset: Catalyst prediction with 721,799 reactions and 888 catalyst types from USPTO. Task: Predict which catalyst facilitates the given reaction. (1) Reactant: [Cl:1][C:2]1[N:17]=[CH:16][CH:15]=[C:14]([Cl:18])[C:3]=1[C:4]([O:6][CH2:7][C:8]1[CH:13]=[CH:12][CH:11]=[CH:10][CH:9]=1)=[O:5].[Li+].CC([N-]C(C)C)C.[I:27]I. Product: [Cl:1][C:2]1[N:17]=[CH:16][C:15]([I:27])=[C:14]([Cl:18])[C:3]=1[C:4]([O:6][CH2:7][C:8]1[CH:13]=[CH:12][CH:11]=[CH:10][CH:9]=1)=[O:5]. The catalyst class is: 1. (2) Reactant: [Br:1][C:2]1[CH:3]=[CH:4][C:5]2[N:6]([C:8]([CH:11]=O)=[CH:9][N:10]=2)[CH:7]=1.[NH:13]1[CH2:18][CH2:17][O:16][CH2:15][CH2:14]1.C(O)(=O)C.[BH4-].[Na+]. Product: [Br:1][C:2]1[CH:3]=[CH:4][C:5]2[N:6]([C:8]([CH2:11][N:13]3[CH2:18][CH2:17][O:16][CH2:15][CH2:14]3)=[CH:9][N:10]=2)[CH:7]=1. The catalyst class is: 11. (3) Reactant: FC(F)(F)S(O[C:7]1[CH:12]=[CH:11][C:10]([C:13]2[CH:18]=[C:17]([O:19][CH3:20])[CH:16]=[CH:15][C:14]=2[F:21])=[C:9]([CH2:22][C:23]([CH3:26])([CH3:25])[CH3:24])[CH:8]=1)(=O)=O.[CH3:29][O:30][C:31]1[CH:36]=[CH:35][C:34]([CH2:37][SH:38])=[CH:33][CH:32]=1.C1(P(C2C=CC=CC=2)C2C3OC4C(=CC=CC=4P(C4C=CC=CC=4)C4C=CC=CC=4)C(C)(C)C=3C=CC=2)C=CC=CC=1.C(N(C(C)C)C(C)C)C. Product: [F:21][C:14]1[CH:15]=[CH:16][C:17]([O:19][CH3:20])=[CH:18][C:13]=1[C:10]1[CH:11]=[CH:12][C:7]([S:38][CH2:37][C:34]2[CH:35]=[CH:36][C:31]([O:30][CH3:29])=[CH:32][CH:33]=2)=[CH:8][C:9]=1[CH2:22][C:23]([CH3:25])([CH3:26])[CH3:24]. The catalyst class is: 101.